From a dataset of Catalyst prediction with 721,799 reactions and 888 catalyst types from USPTO. Predict which catalyst facilitates the given reaction. Reactant: [C:1]([O:6][C:7]([CH3:10])([CH3:9])[CH3:8])(=[O:5])[CH:2]([CH3:4])[CH3:3].[Li+].CC([N-]C(C)C)C.[Br:19][CH2:20][CH2:21][CH2:22][CH2:23]Br.O. Product: [C:7]([O:6][C:1](=[O:5])[C:2]([CH3:4])([CH3:3])[CH2:23][CH2:22][CH2:21][CH2:20][Br:19])([CH3:10])([CH3:9])[CH3:8]. The catalyst class is: 56.